Dataset: Peptide-MHC class I binding affinity with 185,985 pairs from IEDB/IMGT. Task: Regression. Given a peptide amino acid sequence and an MHC pseudo amino acid sequence, predict their binding affinity value. This is MHC class I binding data. The peptide sequence is LTAGFLIFL. The MHC is HLA-A23:01 with pseudo-sequence HLA-A23:01. The binding affinity (normalized) is 0.